The task is: Predict the reaction yield, written as a fraction of the theoretical maximum amount of product (1.0 means a 100% yield; for example, 0.34 means a 34% yield).. This data is from Reaction yield outcomes from USPTO patents with 853,638 reactions. The yield is 0.870. The reactants are [CH3:1][C:2]([OH:15])([CH3:14])[CH:3]([OH:13])[CH2:4][N:5]1[CH:9]=[CH:8][C:7]([N+:10]([O-:12])=[O:11])=[N:6]1.CO[C:18](OC)([CH3:20])[CH3:19].C1(C)C=CC(S(O)(=O)=O)=CC=1. The product is [N+:10]([C:7]1[CH:8]=[CH:9][N:5]([CH2:4][CH:3]2[C:2]([CH3:1])([CH3:14])[O:15][C:18]([CH3:20])([CH3:19])[O:13]2)[N:6]=1)([O-:12])=[O:11]. The catalyst is CC(C)=O.C(OCC)(=O)C.